From a dataset of Forward reaction prediction with 1.9M reactions from USPTO patents (1976-2016). Predict the product of the given reaction. (1) Given the reactants [CH3:1][O:2][C:3]1[C:7]([C:8]([O:10][CH2:11][CH3:12])=[O:9])=[CH:6][N:5](C(OC(C)(C)C)=O)[N:4]=1.Cl, predict the reaction product. The product is: [CH3:1][O:2][C:3]1[C:7]([C:8]([O:10][CH2:11][CH3:12])=[O:9])=[CH:6][NH:5][N:4]=1. (2) Given the reactants [Cl:1][C:2]1[CH:7]=[C:6](Cl)[C:5]([N+:9]([O-:11])=[O:10])=[CH:4][N:3]=1.Cl.[F:13][C:14]1([F:20])[CH2:19][CH2:18][NH:17][CH2:16][CH2:15]1.CCN(CC)CC, predict the reaction product. The product is: [Cl:1][C:2]1[CH:7]=[C:6]([N:17]2[CH2:18][CH2:19][C:14]([F:20])([F:13])[CH2:15][CH2:16]2)[C:5]([N+:9]([O-:11])=[O:10])=[CH:4][N:3]=1. (3) Given the reactants [CH3:1][C:2]1[S:6][C:5]([NH2:7])=[N:4][CH:3]=1.[N+:8]([C:11]1[CH:16]=[CH:15][C:14]([S:17](Cl)(=[O:19])=[O:18])=[CH:13][CH:12]=1)([O-:10])=[O:9], predict the reaction product. The product is: [CH3:1][C:2]1[S:6][C:5]([NH:7][S:17]([C:14]2[CH:13]=[CH:12][C:11]([N+:8]([O-:10])=[O:9])=[CH:16][CH:15]=2)(=[O:18])=[O:19])=[N:4][CH:3]=1. (4) Given the reactants COC1C=C(N[N:14]=[C:15]([C:18]#[N:19])[C:16]#[N:17])C=C(C(F)(F)F)C=1.[CH3:20][O:21][C:22]1[CH:23]=[C:24]([CH:26]=[C:27]([C:29]([F:32])([F:31])[F:30])[CH:28]=1)[NH2:25].C(#N)CC#N.O.[NH2:39][NH2:40], predict the reaction product. The product is: [CH3:20][O:21][C:22]1[CH:23]=[C:24]([NH:25][N:14]=[C:15]2[C:16]([NH2:17])=[N:40][N:39]=[C:18]2[NH2:19])[CH:26]=[C:27]([C:29]([F:30])([F:31])[F:32])[CH:28]=1.